This data is from Forward reaction prediction with 1.9M reactions from USPTO patents (1976-2016). The task is: Predict the product of the given reaction. The product is: [N+:31]([C:34]1[CH:35]=[CH:36][C:37]([C:38]([O:16][CH:13]2[CH2:14][CH2:15][C:10]([N:7]3[CH2:8][CH2:9][CH:5]([CH2:4][C:3]4[CH:19]=[CH:20][C:21]([Cl:23])=[CH:22][C:2]=4[Cl:1])[C:6]3=[O:18])([CH3:17])[CH2:11][CH2:12]2)=[O:39])=[CH:41][CH:42]=1)([O-:33])=[O:32]. Given the reactants [Cl:1][C:2]1[CH:22]=[C:21]([Cl:23])[CH:20]=[CH:19][C:3]=1[CH2:4][CH:5]1[CH2:9][CH2:8][N:7]([C:10]2([CH3:17])[CH2:15][CH2:14][CH:13]([OH:16])[CH2:12][CH2:11]2)[C:6]1=[O:18].CCN(CC)CC.[N+:31]([C:34]1[CH:42]=[CH:41][C:37]([C:38](Cl)=[O:39])=[CH:36][CH:35]=1)([O-:33])=[O:32], predict the reaction product.